This data is from Forward reaction prediction with 1.9M reactions from USPTO patents (1976-2016). The task is: Predict the product of the given reaction. (1) The product is: [O:2]1[C:6]2[CH:7]=[CH:8][CH:9]=[C:10]([CH:11]3[CH2:16][CH2:15][N:14]([CH2:17][CH2:18][C@H:19]4[CH2:20][CH2:21][C@H:22]([NH:25][C:34]([C:28]5([O:27][CH3:26])[CH2:33][CH2:32][CH2:31][CH2:30][CH2:29]5)=[O:35])[CH2:23][CH2:24]4)[CH2:13][CH2:12]3)[C:5]=2[O:4][CH2:3]1. Given the reactants Cl.[O:2]1[C:6]2[CH:7]=[CH:8][CH:9]=[C:10]([CH:11]3[CH2:16][CH2:15][N:14]([CH2:17][CH2:18][C@H:19]4[CH2:24][CH2:23][C@H:22]([NH2:25])[CH2:21][CH2:20]4)[CH2:13][CH2:12]3)[C:5]=2[O:4][CH2:3]1.[CH3:26][O:27][C:28]1([C:34](O)=[O:35])[CH2:33][CH2:32][CH2:31][CH2:30][CH2:29]1, predict the reaction product. (2) Given the reactants [CH3:1][C@@:2]12[C:8]([CH3:10])([CH3:9])[C@@H:5]([CH2:6][CH2:7]1)[C:4](=O)[C:3]2=O.COP([CH2:19][C:20]([C:22]1[CH:23]=[N:24][N:25]([C:30]([CH3:33])([CH3:32])[CH3:31])[C:26]=1[CH:27]1[CH2:29][CH2:28]1)=O)(=O)OC.O.[NH2:35][NH2:36], predict the reaction product. The product is: [C:30]([N:25]1[C:26]([CH:27]2[CH2:29][CH2:28]2)=[C:22]([C:20]2[CH:19]=[C:4]3[C:3]([C@:2]4([CH3:1])[C:8]([CH3:10])([CH3:9])[C@H:5]3[CH2:6][CH2:7]4)=[N:36][N:35]=2)[CH:23]=[N:24]1)([CH3:33])([CH3:32])[CH3:31]. (3) Given the reactants C([O:3][C:4]([C:6]1[S:31][C:9]2[C:10]3[S:15][CH:14]=[C:13]([CH2:16][CH2:17][CH2:18][CH2:19][CH2:20][CH2:21][CH2:22][CH2:23][CH2:24][CH2:25][CH2:26][CH2:27][CH2:28][CH2:29][CH3:30])[C:11]=3[S:12][C:8]=2[C:7]=1[CH2:32][CH2:33][CH2:34][CH2:35][CH2:36][CH2:37][CH2:38][CH2:39][CH2:40][CH2:41][CH2:42][CH2:43][CH2:44][CH2:45][CH3:46])=[O:5])C.[OH-].[Na+].O.Cl, predict the reaction product. The product is: [CH2:32]([C:7]1[C:8]2[S:12][C:11]3[C:13]([CH2:16][CH2:17][CH2:18][CH2:19][CH2:20][CH2:21][CH2:22][CH2:23][CH2:24][CH2:25][CH2:26][CH2:27][CH2:28][CH2:29][CH3:30])=[CH:14][S:15][C:10]=3[C:9]=2[S:31][C:6]=1[C:4]([OH:5])=[O:3])[CH2:33][CH2:34][CH2:35][CH2:36][CH2:37][CH2:38][CH2:39][CH2:40][CH2:41][CH2:42][CH2:43][CH2:44][CH2:45][CH3:46]. (4) Given the reactants [C:1]([NH:22][CH2:23][CH2:24][O:25][P:26](=[O:28])=[O:27])(=[O:21])[CH2:2][CH2:3][CH2:4]/[CH:5]=[CH:6]\[CH2:7][CH:8]=[CH:9][CH2:10][CH:11]=[CH:12][CH2:13][CH:14]=[CH:15][CH2:16][CH2:17][CH2:18][CH2:19][CH3:20].[C:29](O)(=O)[CH2:30]C/C=C\CC=CCC=CCC=CCC=CCC=CCC, predict the reaction product. The product is: [C:1]([NH:22][CH2:23][CH2:24][O:25][P:26](=[O:28])=[O:27])(=[O:21])[CH2:2][CH2:3]/[CH:4]=[CH:5]\[CH2:6][CH:7]=[CH:8][CH2:9][CH:10]=[CH:11][CH2:12][CH:13]=[CH:14][CH2:15][CH:16]=[CH:17][CH2:18][CH:19]=[CH:20][CH2:29][CH3:30].